Dataset: Reaction yield outcomes from USPTO patents with 853,638 reactions. Task: Predict the reaction yield, written as a fraction of the theoretical maximum amount of product (1.0 means a 100% yield; for example, 0.34 means a 34% yield). The reactants are [CH3:1][O:2][C:3](=[O:14])[C:4]1[C:5](=[CH:7][CH:8]=[C:9]([C:11](=[O:13])[CH3:12])[CH:10]=1)[OH:6].[C:15](=O)([O-])[O-].[Na+].[Na+].CI.Cl. The catalyst is O.CN(C)C=O. The product is [CH3:1][O:2][C:3](=[O:14])[C:4]1[CH:10]=[C:9]([C:11](=[O:13])[CH3:12])[CH:8]=[CH:7][C:5]=1[O:6][CH3:15]. The yield is 0.965.